Predict the reactants needed to synthesize the given product. From a dataset of Full USPTO retrosynthesis dataset with 1.9M reactions from patents (1976-2016). The reactants are: Br[C:2]1[CH:3]=[CH:4][C:5]2[N:6]([C:8]([C:11]3[CH:18]=[CH:17][C:14]([C:15]#[N:16])=[CH:13][CH:12]=3)=[CH:9][N:10]=2)[CH:7]=1.[CH3:19][N:20]1[CH2:25][CH2:24][N:23]([C:26]([C:28]2[CH:33]=[CH:32][C:31](B3OC(C)(C)C(C)(C)O3)=[CH:30][C:29]=2[C:43]([F:46])([F:45])[F:44])=[O:27])[CH2:22][CH2:21]1.[O-]P([O-])([O-])=O.[K+].[K+].[K+]. Given the product [CH3:19][N:20]1[CH2:21][CH2:22][N:23]([C:26]([C:28]2[CH:33]=[CH:32][C:31]([C:2]3[CH:3]=[CH:4][C:5]4[N:6]([C:8]([C:11]5[CH:18]=[CH:17][C:14]([C:15]#[N:16])=[CH:13][CH:12]=5)=[CH:9][N:10]=4)[CH:7]=3)=[CH:30][C:29]=2[C:43]([F:46])([F:44])[F:45])=[O:27])[CH2:24][CH2:25]1, predict the reactants needed to synthesize it.